This data is from Catalyst prediction with 721,799 reactions and 888 catalyst types from USPTO. The task is: Predict which catalyst facilitates the given reaction. (1) Reactant: N1C2C(=CC=CC=2)C=[C:2]1[C:10]([O-:12])=[O:11].Cl[CH2:14][C:15]1[CH:20]=[C:19](C(F)(F)F)[CH:18]=[C:17](OCCOC)[CH:16]=1. Product: [CH3:14][CH2:15][O:12][C:10]([CH3:2])=[O:11].[CH3:19][CH2:20][CH2:15][CH2:16][CH2:17][CH3:18]. The catalyst class is: 18. (2) Reactant: C(=O)([O-])[O-].[K+].[K+].[F-].[Cs+].[Cl:9][C:10]1[NH:11][CH:12]=[C:13]([N+:15]([O-:17])=[O:16])[N:14]=1.[CH3:18][C:19]1([CH2:22][CH2:23]OS(C2C=CC([N+]([O-])=O)=CC=2)(=O)=O)[CH2:21][O:20]1. Product: [Cl:9][C:10]1[N:11]([CH2:23][CH2:22][C:19]2([CH3:18])[CH2:21][O:20]2)[CH:12]=[C:13]([N+:15]([O-:17])=[O:16])[N:14]=1. The catalyst class is: 136.